Task: Regression. Given two drug SMILES strings and cell line genomic features, predict the synergy score measuring deviation from expected non-interaction effect.. Dataset: NCI-60 drug combinations with 297,098 pairs across 59 cell lines (1) Drug 1: CCC1(CC2CC(C3=C(CCN(C2)C1)C4=CC=CC=C4N3)(C5=C(C=C6C(=C5)C78CCN9C7C(C=CC9)(C(C(C8N6C)(C(=O)OC)O)OC(=O)C)CC)OC)C(=O)OC)O.OS(=O)(=O)O. Drug 2: C1C(C(OC1N2C=NC(=NC2=O)N)CO)O. Synergy scores: CSS=13.1, Synergy_ZIP=-2.35, Synergy_Bliss=-1.86, Synergy_Loewe=0.926, Synergy_HSA=0.929. Cell line: DU-145. (2) Cell line: HCC-2998. Synergy scores: CSS=8.79, Synergy_ZIP=-2.50, Synergy_Bliss=-2.11, Synergy_Loewe=-12.4, Synergy_HSA=-3.80. Drug 2: CC1=CC2C(CCC3(C2CCC3(C(=O)C)OC(=O)C)C)C4(C1=CC(=O)CC4)C. Drug 1: C1CN1C2=NC(=NC(=N2)N3CC3)N4CC4. (3) Drug 1: C1C(C(OC1N2C=NC3=C(N=C(N=C32)Cl)N)CO)O. Drug 2: C1=NC(=NC(=O)N1C2C(C(C(O2)CO)O)O)N. Cell line: SN12C. Synergy scores: CSS=30.7, Synergy_ZIP=-4.90, Synergy_Bliss=-5.82, Synergy_Loewe=-32.8, Synergy_HSA=-5.24. (4) Drug 1: CC=C1C(=O)NC(C(=O)OC2CC(=O)NC(C(=O)NC(CSSCCC=C2)C(=O)N1)C(C)C)C(C)C. Drug 2: C#CCC(CC1=CN=C2C(=N1)C(=NC(=N2)N)N)C3=CC=C(C=C3)C(=O)NC(CCC(=O)O)C(=O)O. Cell line: CCRF-CEM. Synergy scores: CSS=46.4, Synergy_ZIP=-3.78, Synergy_Bliss=-4.21, Synergy_Loewe=-6.76, Synergy_HSA=-4.50.